From a dataset of Reaction yield outcomes from USPTO patents with 853,638 reactions. Predict the reaction yield, written as a fraction of the theoretical maximum amount of product (1.0 means a 100% yield; for example, 0.34 means a 34% yield). (1) The reactants are [Cl-].O[NH3+:3].[C:4](=[O:7])([O-])[OH:5].[Na+].CS(C)=O.[CH2:13]([C:17]1[N:18]=[C:19]([CH3:47])[N:20]([CH2:39][C:40]2[CH:45]=[CH:44][C:43]([Cl:46])=[CH:42][CH:41]=2)[C:21](=[O:38])[C:22]=1[CH2:23][C:24]1[CH:29]=[CH:28][C:27]([C:30]2[C:31]([C:36]#[N:37])=[CH:32][CH:33]=[CH:34][CH:35]=2)=[CH:26][CH:25]=1)[CH2:14][CH2:15][CH3:16]. The catalyst is C(OCC)(=O)C. The product is [CH2:13]([C:17]1[N:18]=[C:19]([CH3:47])[N:20]([CH2:39][C:40]2[CH:45]=[CH:44][C:43]([Cl:46])=[CH:42][CH:41]=2)[C:21](=[O:38])[C:22]=1[CH2:23][C:24]1[CH:25]=[CH:26][C:27]([C:30]2[CH:35]=[CH:34][CH:33]=[CH:32][C:31]=2[C:36]2[NH:3][C:4](=[O:7])[O:5][N:37]=2)=[CH:28][CH:29]=1)[CH2:14][CH2:15][CH3:16]. The yield is 0.450. (2) The reactants are C(OC([NH:8][CH:9]1[CH2:14][CH2:13][N:12]([CH2:15][CH2:16][N:17]2[C:22]3[CH:23]=[C:24]([C:27]([O:29][CH3:30])=[O:28])[CH:25]=[CH:26][C:21]=3[O:20][CH2:19][C:18]2=[O:31])[CH2:11][CH2:10]1)=O)(C)(C)C.NC1CCN(CCN2C3C(=CC=C(C#N)C=3)C=CC2=O)CC1. No catalyst specified. The product is [NH2:8][CH:9]1[CH2:14][CH2:13][N:12]([CH2:15][CH2:16][N:17]2[C:22]3[CH:23]=[C:24]([C:27]([O:29][CH3:30])=[O:28])[CH:25]=[CH:26][C:21]=3[O:20][CH2:19][C:18]2=[O:31])[CH2:11][CH2:10]1. The yield is 1.00. (3) The reactants are [F:1][C:2]1[C:7]([CH3:8])=[CH:6][CH:5]=[CH:4][C:3]=1[NH:9][C:10]1[N:15]2[N:16]=[CH:17][C:18]([C:19]([OH:21])=O)=[C:14]2[N:13]=[CH:12][C:11]=1[C:22]([N:24]1[CH2:29][CH2:28][C:27]2([C:33]3[CH:34]=[CH:35][CH:36]=[CH:37][C:32]=3[O:31][CH2:30]2)[CH2:26][CH2:25]1)=[O:23].[CH2:38]([S:40]([NH2:43])(=[O:42])=[O:41])[CH3:39]. No catalyst specified. The product is [F:1][C:2]1[C:7]([CH3:8])=[CH:6][CH:5]=[CH:4][C:3]=1[NH:9][C:10]1[N:15]2[N:16]=[CH:17][C:18]([C:19]([NH:43][S:40]([CH2:38][CH3:39])(=[O:42])=[O:41])=[O:21])=[C:14]2[N:13]=[CH:12][C:11]=1[C:22]([N:24]1[CH2:29][CH2:28][C:27]2([C:33]3[CH:34]=[CH:35][CH:36]=[CH:37][C:32]=3[O:31][CH2:30]2)[CH2:26][CH2:25]1)=[O:23]. The yield is 0.530. (4) The reactants are [CH3:1][C:2]1[CH:7]=[C:6]([C:8]2[CH:9]=[N:10][N:11]([CH3:13])[CH:12]=2)[CH:5]=[CH:4][C:3]=1[C:14]1[CH:15]=[N:16][CH:17]=[C:18]2[C:23]=1[N:22]=[C:21]([C:24]#[N:25])[CH:20]=[CH:19]2.[OH:26]S(O)(=O)=O.C([O-])(O)=O.[Na+]. The catalyst is O. The product is [CH3:1][C:2]1[CH:7]=[C:6]([C:8]2[CH:9]=[N:10][N:11]([CH3:13])[CH:12]=2)[CH:5]=[CH:4][C:3]=1[C:14]1[CH:15]=[N:16][CH:17]=[C:18]2[C:23]=1[N:22]=[C:21]([C:24]([NH2:25])=[O:26])[CH:20]=[CH:19]2. The yield is 0.780. (5) The reactants are [Br:1][C:2]1[C:3]([S:11][C:12]2[NH:20][C:19]3[C:14](=[N:15][CH:16]=[N:17][C:18]=3[NH2:21])[N:13]=2)=[CH:4][C:5]2[O:9][CH2:8][O:7][C:6]=2[CH:10]=1.C1C=CC(P(C2C=CC=CC=2)C2C=CC=CC=2)=CC=1.[Br:41][CH2:42][CH2:43][CH2:44]O.C1C=CC(COC(/N=N/C(OCC2C=CC=CC=2)=O)=O)=CC=1. The catalyst is C1(C)C=CC=CC=1.C(Cl)Cl.C(O)(C)C.CCOC(C)=O.C(Cl)(Cl)Cl. The product is [Br:1][C:2]1[C:3]([S:11][C:12]2[N:13]([CH2:44][CH2:43][CH2:42][Br:41])[C:14]3[C:19]([N:20]=2)=[C:18]([NH2:21])[N:17]=[CH:16][N:15]=3)=[CH:4][C:5]2[O:9][CH2:8][O:7][C:6]=2[CH:10]=1. The yield is 0.210. (6) The catalyst is C(OCC)(=O)C. The product is [C:21]([C:16]1[CH:17]=[CH:18][CH:19]=[CH:20][C:15]=1[C:12]1[CH:11]=[CH:10][C:9]([CH2:8][C:7]2[C:2](=[O:1])[N:3]([CH2:30][C:31]3[CH:40]=[CH:39][C:34]([C:35]([O:37][CH3:38])=[O:36])=[CH:33][CH:32]=3)[C:4]3[N:5]([N:26]=[CH:27][N:28]=3)[C:6]=2[CH2:23][CH2:24][CH3:25])=[CH:14][CH:13]=1)#[N:22]. The yield is 0.400. The reactants are [O:1]=[C:2]1[C:7]([CH2:8][C:9]2[CH:14]=[CH:13][C:12]([C:15]3[C:16]([C:21]#[N:22])=[CH:17][CH:18]=[CH:19][CH:20]=3)=[CH:11][CH:10]=2)=[C:6]([CH2:23][CH2:24][CH3:25])[N:5]2[N:26]=[CH:27][N:28]=[C:4]2[NH:3]1.Br[CH2:30][C:31]1[CH:40]=[CH:39][C:34]([C:35]([O:37][CH3:38])=[O:36])=[CH:33][CH:32]=1.C(=O)([O-])[O-].[K+].[K+].CN(C)C=O. (7) The product is [CH3:39][C:40]1[O:41][C:42]2[CH:43]=[CH:21][CH:22]=[CH:23][C:24]=2[C:25]=1[C:20]1[CH:44]=[CH:14][C:15]([NH2:16])=[N:18][CH:19]=1. The reactants are [Br-].FC1(F)OC2C=C(C)C(C3N=[CH:14][C:15]([NH:18][C:19](=O)[C:20]4[CH:25]=[CH:24][CH:23]=[CH:22][C:21]=4F)=[N:16]C=3)=CC=2O1.P([O-])([O-])([O-])=O.[K+].[K+].[K+].O1[CH2:43][CH2:42][O:41][CH2:40][CH2:39]1.[C:44](#N)C.O. The yield is 0.760. No catalyst specified. (8) The reactants are Br[CH2:2][CH2:3][CH2:4][CH2:5][CH2:6][CH2:7][CH2:8][CH2:9][CH2:10][CH2:11][CH2:12][CH2:13][CH2:14][CH2:15][CH2:16][CH2:17][CH2:18][CH3:19].[OH:20][C:21]1[CH:22]=[C:23]([C:31]([O:33][CH3:34])=[O:32])[CH:24]=[C:25]([CH:30]=1)[C:26]([O:28][CH3:29])=[O:27].C([O-])([O-])=O.[K+].[K+]. The catalyst is CN(C=O)C. The product is [CH2:2]([O:20][C:21]1[CH:30]=[C:25]([C:26]([O:28][CH3:29])=[O:27])[CH:24]=[C:23]([CH:22]=1)[C:31]([O:33][CH3:34])=[O:32])[CH2:3][CH2:4][CH2:5][CH2:6][CH2:7][CH2:8][CH2:9][CH2:10][CH2:11][CH2:12][CH2:13][CH2:14][CH2:15][CH2:16][CH2:17][CH2:18][CH3:19]. The yield is 0.800. (9) The reactants are [O:1]1[CH:5]=[CH:4][CH:3]=[C:2]1[C:6]1[N:7]=[C:8]([NH:19][C:20]([CH:22]2[CH:26]=[CH:25][C:24](=NO)[O:23]2)=[O:21])[S:9][C:10]=1[C:11]([CH:13]1[CH2:18][CH2:17][O:16][CH2:15][CH2:14]1)=[O:12].[CH2:29]([N:31](CC)CC)C.[Cl-].ClC1N(C)CC[NH+]1C.C(=O)([O-])O.[Na+]. The catalyst is ClCCl. The product is [C:29]([C:24]1[O:23][C:22]([C:20]([NH:19][C:8]2[S:9][C:10]([C:11]([CH:13]3[CH2:14][CH2:15][O:16][CH2:17][CH2:18]3)=[O:12])=[C:6]([C:2]3[O:1][CH:5]=[CH:4][CH:3]=3)[N:7]=2)=[O:21])=[CH:26][CH:25]=1)#[N:31]. The yield is 0.630. (10) The reactants are [Br:1][C:2]1[S:6][C:5]([S:7](Cl)(=[O:9])=[O:8])=[CH:4][CH:3]=1.[CH3:11][N:12]([CH3:16])[CH2:13][CH2:14][NH2:15].O. The catalyst is O1CCOCC1. The product is [Br:1][C:2]1[S:6][C:5]([S:7]([NH:15][CH2:14][CH2:13][N:12]([CH3:16])[CH3:11])(=[O:9])=[O:8])=[CH:4][CH:3]=1. The yield is 0.940.